Task: Predict the reactants needed to synthesize the given product.. Dataset: Full USPTO retrosynthesis dataset with 1.9M reactions from patents (1976-2016) (1) Given the product [Br:1][C:2]1[CH:3]=[C:4]([S:12]([NH:19][CH:16]2[CH2:18][CH2:17]2)(=[O:14])=[O:13])[CH:5]=[C:6]([C:8]([F:11])([F:10])[F:9])[CH:7]=1, predict the reactants needed to synthesize it. The reactants are: [Br:1][C:2]1[CH:3]=[C:4]([S:12](Cl)(=[O:14])=[O:13])[CH:5]=[C:6]([C:8]([F:11])([F:10])[F:9])[CH:7]=1.[CH:16]1([NH2:19])[CH2:18][CH2:17]1. (2) Given the product [CH3:27][NH:28][C:21]([C:19]1[CH:18]=[CH:17][C:14]2[N:15]([CH3:16])[C:11]([NH:10][C:8]3[S:9][C:5]4[CH:4]=[CH:3][C:2]([F:1])=[CH:24][C:6]=4[N:7]=3)=[N:12][C:13]=2[CH:20]=1)=[O:22], predict the reactants needed to synthesize it. The reactants are: [F:1][C:2]1[CH:3]=[CH:4][C:5]2[S:9][C:8]([NH:10][C:11]3[N:15]([CH3:16])[C:14]4[CH:17]=[CH:18][C:19]([C:21](O)=[O:22])=[CH:20][C:13]=4[N:12]=3)=[N:7][C:6]=2[CH:24]=1.CN.[CH3:27][N:28](C(ON1N=NC2C=CC=CC1=2)=[N+](C)C)C.F[P-](F)(F)(F)(F)F.CCN(C(C)C)C(C)C. (3) Given the product [OH:22][C:21]1[C:9]2[C:10](=[CH:11][CH:12]=[C:7]([N:1]3[CH2:6][CH2:5][O:4][CH2:3][CH2:2]3)[CH:8]=2)[N:13]=[CH:14][C:15]=1[C:16]([O:18][CH2:19][CH3:20])=[O:17], predict the reactants needed to synthesize it. The reactants are: [N:1]1([C:7]2[CH:12]=[CH:11][C:10]([NH:13][CH:14]=[C:15]([C:21](OCC)=[O:22])[C:16]([O:18][CH2:19][CH3:20])=[O:17])=[CH:9][CH:8]=2)[CH2:6][CH2:5][O:4][CH2:3][CH2:2]1.CCCCCC.